Predict which catalyst facilitates the given reaction. From a dataset of Catalyst prediction with 721,799 reactions and 888 catalyst types from USPTO. (1) Reactant: [CH2:1]([O:3][C:4]1[C:8]([CH2:9][CH2:10][CH2:11][OH:12])=[CH:7][N:6]([C:13]2[CH:18]=[CH:17][CH:16]=[CH:15][N:14]=2)[N:5]=1)[CH3:2].O[C:20]1[CH:24]=[C:23]([CH2:25][CH2:26][C:27]([O:29]CC)=[O:28])[N:22]([C:32]2[CH:37]=[CH:36][CH:35]=[CH:34][CH:33]=2)[N:21]=1.C(P(CCCC)CCCC)CCC.N(C(N1CCCCC1)=O)=NC(N1CCCCC1)=O. Product: [CH2:1]([O:3][C:4]1[C:8]([CH2:9][CH2:10][CH2:11][O:12][C:20]2[CH:24]=[C:23]([CH2:25][CH2:26][C:27]([OH:29])=[O:28])[N:22]([C:32]3[CH:37]=[CH:36][CH:35]=[CH:34][CH:33]=3)[N:21]=2)=[CH:7][N:6]([C:13]2[CH:18]=[CH:17][CH:16]=[CH:15][N:14]=2)[N:5]=1)[CH3:2]. The catalyst class is: 7. (2) Product: [CH:22]12[CH2:24][CH:20]([NH:21]1)[CH2:19][N:18]([C:16]1[C:15]([F:31])=[CH:14][N:13]=[C:12]([NH:11][C:8]3[CH:9]=[CH:10][C:5]([C:4]([NH:3][CH2:1][CH3:2])=[O:33])=[C:6]([CH3:32])[CH:7]=3)[N:17]=1)[CH2:23]2. The catalyst class is: 5. Reactant: [CH2:1]([NH:3][C:4](=[O:33])[C:5]1[CH:10]=[CH:9][C:8]([NH:11][C:12]2[N:17]=[C:16]([N:18]3[CH2:23][CH:22]4[CH2:24][CH:20]([N:21]4C(=O)C(F)(F)F)[CH2:19]3)[C:15]([F:31])=[CH:14][N:13]=2)=[CH:7][C:6]=1[CH3:32])[CH3:2].[OH-].[Na+]. (3) Reactant: [CH2:1]([O:8][C:9]1[CH:14]=[CH:13][C:12]([CH2:15][CH2:16]O)=[CH:11][CH:10]=1)[C:2]1[CH:7]=[CH:6][CH:5]=[CH:4][CH:3]=1.C(N(CC)CC)C.S(Cl)(C)(=O)=O.[I-:30].[Na+]. Product: [CH2:1]([O:8][C:9]1[CH:14]=[CH:13][C:12]([CH2:15][CH2:16][I:30])=[CH:11][CH:10]=1)[C:2]1[CH:7]=[CH:6][CH:5]=[CH:4][CH:3]=1. The catalyst class is: 91.